From a dataset of Reaction yield outcomes from USPTO patents with 853,638 reactions. Predict the reaction yield, written as a fraction of the theoretical maximum amount of product (1.0 means a 100% yield; for example, 0.34 means a 34% yield). The reactants are [OH:1][NH:2][C:3](=[NH:21])[C:4]1[CH:9]=[CH:8][C:7]([C:10]2[CH:19]=[CH:18][C:17]3[C:12](=[CH:13][CH:14]=[C:15]([OH:20])[CH:16]=3)[N:11]=2)=[CH:6][CH:5]=1.C1N=CN([C:27](N2C=NC=C2)=[O:28])C=1. The catalyst is C1COCC1. The product is [OH:20][C:15]1[CH:16]=[C:17]2[C:12](=[CH:13][CH:14]=1)[N:11]=[C:10]([C:7]1[CH:6]=[CH:5][C:4]([C:3]3[NH:2][O:1][C:27](=[O:28])[N:21]=3)=[CH:9][CH:8]=1)[CH:19]=[CH:18]2. The yield is 0.360.